This data is from Human liver microsome stability data. The task is: Regression/Classification. Given a drug SMILES string, predict its absorption, distribution, metabolism, or excretion properties. Task type varies by dataset: regression for continuous measurements (e.g., permeability, clearance, half-life) or binary classification for categorical outcomes (e.g., BBB penetration, CYP inhibition). Dataset: hlm. The molecule is CNC(=O)[C@@H](NC(=O)c1cnc(-c2ccc(CSc3nc(O)c4c(n3)CCC4)c(F)c2)n1C)C(C)C. The result is 0 (unstable in human liver microsomes).